Dataset: Reaction yield outcomes from USPTO patents with 853,638 reactions. Task: Predict the reaction yield, written as a fraction of the theoretical maximum amount of product (1.0 means a 100% yield; for example, 0.34 means a 34% yield). The reactants are [N:1]1[C:6]([C:7](OC)=[O:8])=[CH:5][CH:4]=[CH:3][C:2]=1[C:11]([O:13][CH3:14])=[O:12].[BH4-].[Na+]. The catalyst is CO.O1CCCC1. The product is [OH:8][CH2:7][C:6]1[N:1]=[C:2]([C:11]([O:13][CH3:14])=[O:12])[CH:3]=[CH:4][CH:5]=1. The yield is 0.560.